Dataset: Forward reaction prediction with 1.9M reactions from USPTO patents (1976-2016). Task: Predict the product of the given reaction. (1) The product is: [CH3:6][CH:5]1[N:4]([CH2:1][CH:2]=[CH2:3])[C:24](=[S:25])[N:23]([C:19]2[CH:20]=[CH:21][CH:22]=[C:17]([O:10][C:11]3[CH:16]=[CH:15][CH:14]=[CH:13][CH:12]=3)[CH:18]=2)[C:7]1=[O:9]. Given the reactants [CH2:1]([NH:4][C@H:5]([C:7]([OH:9])=O)[CH3:6])[CH:2]=[CH2:3].[O:10]([C:17]1[CH:18]=[C:19]([N:23]=[C:24]=[S:25])[CH:20]=[CH:21][CH:22]=1)[C:11]1[CH:16]=[CH:15][CH:14]=[CH:13][CH:12]=1, predict the reaction product. (2) Given the reactants C[Si](C)([O:7][C:8]1[CH:9]=[C:10]([N:14]2[C:18]3[CH:19]=[CH:20][CH:21]=[CH:22][C:17]=3[C:16](=[N:23][C:24]3[CH:29]=[CH:28][CH:27]=[C:26]([C:30]([F:33])([F:32])[F:31])[CH:25]=3)[C:15]2=[O:34])[CH:11]=[CH:12][CH:13]=1)C(C)(C)C.CCCC[N+](CCCC)(CCCC)CCCC.[F-], predict the reaction product. The product is: [OH:7][C:8]1[CH:9]=[C:10]([N:14]2[C:18]3[CH:19]=[CH:20][CH:21]=[CH:22][C:17]=3[C:16](=[N:23][C:24]3[CH:29]=[CH:28][CH:27]=[C:26]([C:30]([F:33])([F:31])[F:32])[CH:25]=3)[C:15]2=[O:34])[CH:11]=[CH:12][CH:13]=1. (3) Given the reactants C[Si]([C:5]#[N:6])(C)C.[CH3:7][O:8][CH:9](OC)[C:10]1[N:11]=[C:12]([C:15]2[CH:20]=[CH:19][C:18]([F:21])=[CH:17][CH:16]=2)[O:13][CH:14]=1.B(F)(F)F.CCOCC, predict the reaction product. The product is: [F:21][C:18]1[CH:17]=[CH:16][C:15]([C:12]2[O:13][CH:14]=[C:10]([CH:9]([O:8][CH3:7])[C:5]#[N:6])[N:11]=2)=[CH:20][CH:19]=1.